From a dataset of Catalyst prediction with 721,799 reactions and 888 catalyst types from USPTO. Predict which catalyst facilitates the given reaction. (1) Reactant: [CH3:1][O:2][C:3]1[CH:4]=[C:5]([N:11]2[CH2:16][C:15]3[CH:17]=[N:18][C:19]4[N:23]([S:24]([C:27]5[CH:32]=[CH:31][CH:30]=[CH:29][CH:28]=5)(=[O:26])=[O:25])[CH:22]=[CH:21][C:20]=4[C:14]=3[N:13]([CH3:33])[C:12]2=[O:34])[CH:6]=[C:7]([O:9][CH3:10])[CH:8]=1.[B-](F)(F)(F)[F:36].[B-](F)(F)(F)F.C1[N+]2(CCl)CC[N+](F)(CC2)C1. Product: [F:36][C:4]1[C:3]([O:2][CH3:1])=[CH:8][C:7]([O:9][CH3:10])=[CH:6][C:5]=1[N:11]1[CH2:16][C:15]2[CH:17]=[N:18][C:19]3[N:23]([S:24]([C:27]4[CH:28]=[CH:29][CH:30]=[CH:31][CH:32]=4)(=[O:26])=[O:25])[CH:22]=[CH:21][C:20]=3[C:14]=2[N:13]([CH3:33])[C:12]1=[O:34]. The catalyst class is: 10. (2) The catalyst class is: 54. Reactant: [F:1][CH2:2][CH2:3][NH:4][C:5]1[CH2:9][O:8][C:7](=O)[CH:6]=1.[H-].[Na+].[Cl:13][C:14]1[CH:19]=[CH:18][C:17]([CH2:20]Cl)=[CH:16][N:15]=1.C[OH:23]. Product: [Cl:13][C:14]1[N:15]=[CH:16][C:17]([CH2:20][C:6]2[CH2:7][O:8][C:9](=[O:23])[C:5]=2[NH:4][CH2:3][CH2:2][F:1])=[CH:18][CH:19]=1. (3) The catalyst class is: 5. Reactant: Cl.[CH3:2][C:3]([CH3:33])([CH2:31][CH3:32])[CH2:4][C:5]1[N:6]=[C:7]([C:16]([OH:30])([CH3:29])[CH2:17][C:18]2[CH:23]=[CH:22][C:21]([C:24]3[CH:25]=[N:26][NH:27][CH:28]=3)=[CH:20][CH:19]=2)[N:8](S(N(C)C)(=O)=O)[CH:9]=1. Product: [CH3:2][C:3]([CH3:33])([CH2:31][CH3:32])[CH2:4][C:5]1[N:6]=[C:7]([C:16]([OH:30])([CH3:29])[CH2:17][C:18]2[CH:19]=[CH:20][C:21]([C:24]3[CH:28]=[N:27][NH:26][CH:25]=3)=[CH:22][CH:23]=2)[NH:8][CH:9]=1. (4) Reactant: C[O:2][C:3]1[CH:8]=[CH:7][CH:6]=[CH:5][C:4]=1[C:9]1[N:10]([CH2:27][CH2:28][C:29]2[CH:34]=[CH:33][CH:32]=[CH:31][CH:30]=2)[C:11](=[O:26])[C:12]2[CH2:18][N:17]([CH2:19][C:20]3[CH:25]=[CH:24][CH:23]=[CH:22][CH:21]=3)[CH2:16][CH2:15][C:13]=2[N:14]=1.B(Br)(Br)Br.C(OC(=O)C)C.CCCCCC. Product: [OH:2][C:3]1[CH:8]=[CH:7][CH:6]=[CH:5][C:4]=1[C:9]1[N:10]([CH2:27][CH2:28][C:29]2[CH:30]=[CH:31][CH:32]=[CH:33][CH:34]=2)[C:11](=[O:26])[C:12]2[CH2:18][N:17]([CH2:19][C:20]3[CH:25]=[CH:24][CH:23]=[CH:22][CH:21]=3)[CH2:16][CH2:15][C:13]=2[N:14]=1. The catalyst class is: 4. (5) Reactant: [CH3:1][S:2][C:3]1[N:4]=[CH:5][C:6]2[C:12](=[O:13])[NH:11][CH:10]=[CH:9][C:7]=2[N:8]=1.C(=O)([O-])[O-].[Cs+].[Cs+].Br[CH2:21][CH:22]1[CH2:24][CH2:23]1. Product: [CH:22]1([CH2:21][N:11]2[CH:10]=[CH:9][C:7]3[N:8]=[C:3]([S:2][CH3:1])[N:4]=[CH:5][C:6]=3[C:12]2=[O:13])[CH2:24][CH2:23]1. The catalyst class is: 35. (6) Reactant: [Cl:1][C:2]1[N:7]=[C:6](Cl)[CH:5]=[CH:4][N:3]=1.[C:9]([CH2:11][C:12]1([N:25]2[CH:29]=[C:28](B3OC(C)(C)C(C)(C)O3)[CH:27]=[N:26]2)[CH2:17][CH2:16][N:15]([C:18]([O:20][C:21]([CH3:24])([CH3:23])[CH3:22])=[O:19])[CH2:14][CH2:13]1)#[N:10].P([O-])([O-])([O-])=O.[K+].[K+].[K+]. Product: [Cl:1][C:2]1[N:7]=[C:6]([C:28]2[CH:27]=[N:26][N:25]([C:12]3([CH2:11][C:9]#[N:10])[CH2:13][CH2:14][N:15]([C:18]([O:20][C:21]([CH3:22])([CH3:23])[CH3:24])=[O:19])[CH2:16][CH2:17]3)[CH:29]=2)[CH:5]=[CH:4][N:3]=1. The catalyst class is: 667. (7) Reactant: [In].[Cl-].[In+3].[Cl-].[Cl-].[Cl-].[Li+].C(N(C)C)CCC.C(O[CH2:19][CH:20]=[CH:21][CH2:22][C:23]([C:34]#[N:35])([C:32]#[N:33])[CH2:24][C:25]1[CH:30]=[CH:29][CH:28]=[CH:27][C:26]=1I)(=O)C. Product: [CH:20]([CH:21]1[C:26]2[C:25](=[CH:30][CH:29]=[CH:28][CH:27]=2)[CH2:24][C:23]([C:32]#[N:33])([C:34]#[N:35])[CH2:22]1)=[CH2:19]. The catalyst class is: 128. (8) Reactant: [CH:1]([N:4]1[C:8](=O)[C:7]([NH:10][CH2:11][CH2:12][CH2:13][CH2:14][C:15]2[CH:20]=[CH:19][CH:18]=[CH:17][CH:16]=2)=[C:6]([C:21]2[CH:26]=[CH:25][CH:24]=[CH:23][CH:22]=2)[S:5]1(=[O:28])=[O:27])([CH3:3])[CH3:2].COC1C=CC(P2(=S)SP(=S)(C3C=CC(OC)=CC=3)[S:38]2)=CC=1. Product: [CH:1]([N:4]1[C:8](=[S:38])[C:7]([NH:10][CH2:11][CH2:12][CH2:13][CH2:14][C:15]2[CH:20]=[CH:19][CH:18]=[CH:17][CH:16]=2)=[C:6]([C:21]2[CH:26]=[CH:25][CH:24]=[CH:23][CH:22]=2)[S:5]1(=[O:28])=[O:27])([CH3:3])[CH3:2]. The catalyst class is: 11.